This data is from Forward reaction prediction with 1.9M reactions from USPTO patents (1976-2016). The task is: Predict the product of the given reaction. (1) Given the reactants [Cl:1][C:2]1[C:6]2[C:7]3[N:8]([C:11]([CH:14]([CH3:16])[CH3:15])=[N:12][N:13]=3)C=[N:10][C:5]=2[S:4][CH:3]=1.CNCCN, predict the reaction product. The product is: [Cl:1][C:2]1[C:6]([C:7]2[NH:13][N:12]=[C:11]([CH:14]([CH3:16])[CH3:15])[N:8]=2)=[C:5]([NH2:10])[S:4][CH:3]=1. (2) Given the reactants [CH3:1][N:2]([CH3:26])[C:3]([C:5]1[CH:25]=[CH:24][C:8]([O:9][C:10]2[C:15]3[CH:16]=[C:17]([CH2:19][CH3:20])[O:18][C:14]=3[CH:13]=[C:12]([C:21](O)=[O:22])[CH:11]=2)=[CH:7][CH:6]=1)=[O:4].CN(C(ON1N=NC2C=CC=NC1=2)=[N+](C)C)C.F[P-](F)(F)(F)(F)F.CCN(C(C)C)C(C)C.[CH3:60][C:61]1[CH:62]=[CH:63][C:64]([NH2:67])=[N:65][CH:66]=1, predict the reaction product. The product is: [CH3:1][N:2]([CH3:26])[C:3]([C:5]1[CH:6]=[CH:7][C:8]([O:9][C:10]2[C:15]3[CH:16]=[C:17]([CH2:19][CH3:20])[O:18][C:14]=3[CH:13]=[C:12]([C:21]([NH:67][C:64]3[CH:63]=[CH:62][C:61]([CH3:60])=[CH:66][N:65]=3)=[O:22])[CH:11]=2)=[CH:24][CH:25]=1)=[O:4]. (3) Given the reactants Cl[C:2]1[N:10]=[C:9](Cl)[CH:8]=[CH:7][C:3]=1[C:4]([NH2:6])=[O:5].[F:12][C:13]1([F:26])[CH2:18][CH2:17][N:16]([C:19]2[CH:25]=[CH:24][C:22]([NH2:23])=[CH:21][CH:20]=2)[CH2:15][CH2:14]1.C(O[C:32](=[O:39])[NH:33][C@H:34]1[CH2:38][CH2:37][NH:36][CH2:35]1)(C)(C)C.[C:40](O)(=O)[CH:41]=C, predict the reaction product. The product is: [C:32]([NH:33][C@H:34]1[CH2:38][CH2:37][N:36]([C:9]2[CH:8]=[CH:7][C:3]([C:4]([NH2:6])=[O:5])=[C:2]([NH:23][C:22]3[CH:24]=[CH:25][C:19]([N:16]4[CH2:17][CH2:18][C:13]([F:12])([F:26])[CH2:14][CH2:15]4)=[CH:20][CH:21]=3)[N:10]=2)[CH2:35]1)(=[O:39])[CH:40]=[CH2:41]. (4) Given the reactants C1C2C(=CC=CC=2)CC1C(O)=O.[CH3:13][C@@H:14]1[NH:19][CH2:18][CH2:17][N:16]([C:20]2[CH:25]=[CH:24][C:23]([C:26]([F:29])([F:28])[F:27])=[CH:22][N:21]=2)[CH2:15]1.C[O:31][C:32]([CH:34]1[CH2:42][C:41]2[C:36](=[CH:37][CH:38]=[CH:39][C:40]=2[S:43](Cl)(=[O:45])=[O:44])[CH2:35]1)=[O:33], predict the reaction product. The product is: [CH3:13][C@H:14]1[CH2:15][N:16]([C:20]2[CH:25]=[CH:24][C:23]([C:26]([F:29])([F:27])[F:28])=[CH:22][N:21]=2)[CH2:17][CH2:18][N:19]1[S:43]([C:40]1[CH:39]=[CH:38][CH:37]=[C:36]2[C:41]=1[CH2:42][CH:34]([C:32]([OH:33])=[O:31])[CH2:35]2)(=[O:45])=[O:44]. (5) Given the reactants [CH:1]([C@@H:4]1[CH2:8][CH2:7][S:6](=[O:10])(=[O:9])[NH:5]1)([CH3:3])[CH3:2].Br[C:12]1[CH:17]=[C:16]([F:18])[C:15]([C:19]([N:21]2[CH2:26][CH2:25][N:24]([C:27]3[C:32]([CH3:33])=[CH:31][C:30]([CH3:34])=[CH:29][N:28]=3)[CH2:23][CH2:22]2)=[O:20])=[C:14]([F:35])[CH:13]=1, predict the reaction product. The product is: [F:18][C:16]1[CH:17]=[C:12]([N:5]2[C@H:4]([CH:1]([CH3:3])[CH3:2])[CH2:8][CH2:7][S:6]2(=[O:10])=[O:9])[CH:13]=[C:14]([F:35])[C:15]=1[C:19]([N:21]1[CH2:22][CH2:23][N:24]([C:27]2[C:32]([CH3:33])=[CH:31][C:30]([CH3:34])=[CH:29][N:28]=2)[CH2:25][CH2:26]1)=[O:20]. (6) Given the reactants [CH2:1]([O:8][CH2:9][C:10]1[O:14][N:13]=[C:12]([C:15]([OH:17])=O)[CH:11]=1)[C:2]1[CH:7]=[CH:6][CH:5]=[CH:4][CH:3]=1.[O:18]1[CH2:22][CH2:21][C@H:20]([CH2:23][NH2:24])[CH2:19]1.ON1C2C=CC=CC=2N=N1.Cl.C(N=C=NCCCN(C)C)C.Cl, predict the reaction product. The product is: [O:18]1[CH2:22][CH2:21][C@H:20]([CH2:23][NH:24][C:15]([C:12]2[CH:11]=[C:10]([CH2:9][O:8][CH2:1][C:2]3[CH:3]=[CH:4][CH:5]=[CH:6][CH:7]=3)[O:14][N:13]=2)=[O:17])[CH2:19]1. (7) Given the reactants [CH3:1][N:2]1[C:6]2=[N:7][CH:8]=[CH:9][CH:10]=[C:5]2[C:4](/[CH:11]=[CH:12]/[N+:13]([O-])=O)=[CH:3]1.[H-].[H-].[H-].[H-].[Li+].[Al+3].[OH-].[K+].[O-]S([O-])(=O)=O.[Na+].[Na+], predict the reaction product. The product is: [CH3:1][N:2]1[C:6]2=[N:7][CH:8]=[CH:9][CH:10]=[C:5]2[C:4]([CH2:11][CH2:12][NH2:13])=[CH:3]1. (8) The product is: [Cl:1][C:2]1[CH:7]=[C:6]([C:27]2[CH:32]=[CH:31][C:30]([Cl:33])=[CH:29][CH:28]=2)[CH:5]=[C:4]([F:17])[C:3]=1[C:18]1[C:19](=[O:25])[CH2:20][CH2:21][C:22]=1[O:23][CH3:24]. Given the reactants [Cl:1][C:2]1[CH:7]=[C:6](B2OC(C)(C)C(C)(C)O2)[CH:5]=[C:4]([F:17])[C:3]=1[C:18]1[C:19](=[O:25])[CH2:20][CH2:21][C:22]=1[O:23][CH3:24].Br[C:27]1[CH:32]=[CH:31][C:30]([Cl:33])=[CH:29][CH:28]=1.COCCOC.P([O-])([O-])([O-])=O.[K+].[K+].[K+], predict the reaction product.